Dataset: Full USPTO retrosynthesis dataset with 1.9M reactions from patents (1976-2016). Task: Predict the reactants needed to synthesize the given product. (1) Given the product [CH2:1]([OH:34])[C@H:2]1[O:7][C@H:6]([O:8][C@H:9]2[C@H:14]([OH:15])[C@@H:13]([OH:16])[C@H:12]([OH:17])[O:11][C@@H:10]2[CH2:29][OH:30])[C@H:5]([OH:31])[C@@H:4]([OH:32])[C@@H:3]1[OH:33], predict the reactants needed to synthesize it. The reactants are: [CH2:1]([OH:34])[C@H:2]1[O:7][C@H:6]([O:8][C@H:9]2[C@H:14]([OH:15])[C@@H:13]([OH:16])[C@@H:12]([O:17][C@H]3[C@H](O)[C@@H](O)[C@@H](O)O[C@@H]3CO)[O:11][C@@H:10]2[CH2:29][OH:30])[C@H:5]([OH:31])[C@@H:4]([OH:32])[C@@H:3]1[OH:33].C(O)[C@H]1O[C@H](O[C@H]2[C@H](O)[C@@H](O)[C@@H](O[C@H]3[C@H](O)[C@@H](O)[C@@H](O[C@H]4[C@H](O)[C@@H](O)[C@@H](O)O[C@@H]4CO)O[C@@H]3CO)O[C@@H]2CO)[C@H](O)[C@@H](O)[C@@H]1O.C(O)[C@H]1O[C@H](O[C@H]2[C@H](O)[C@@H](O)[C@@H](O[C@H]3[C@H](O)[C@@H](O)[C@@H](O[C@H]4[C@H](O)[C@@H](O)[C@@H](O[C@H]5[C@H](O)[C@@H](O)[C@@H](O)O[C@@H]5CO)O[C@@H]4CO)O[C@@H]3CO)O[C@@H]2CO)[C@H](O)[C@@H](O)[C@@H]1O.C(O)[C@H]1O[C@H](O[C@H]2[C@H](O)[C@@H](O)[C@@H](O[C@H]3[C@H](O)[C@@H](O)[C@@H](O[C@H]4[C@H](O)[C@@H](O)[C@@H](O[C@H]5[C@H](O)[C@@H](O)[C@@H](O[C@H]6[C@H](O)[C@@H](O)C(O)O[C@@H]6CO)O[C@@H]5CO)O[C@@H]4CO)O[C@@H]3CO)O[C@@H]2CO)[C@H](O)[C@@H](O)[C@@H]1O.C(O)[C@H]1O[C@H](O[C@H]2[C@H](O)[C@@H](O)[C@@H](O[C@H]3[C@H](O)[C@@H](O)[C@@H](O[C@H]4[C@H](O)[C@@H](O)[C@@H](O[C@H]5[C@H](O)[C@@H](O)[C@@H](O[C@H]6[C@H](O)[C@@H](O)[C@@H](O[C@H]7[C@H](O)[C@@H](O)C(O)O[C@@H]7CO)O[C@@H]6CO)O[C@@H]5CO)O[C@@H]4CO)O[C@@H]3CO)O[C@@H]2CO)[C@H](O)[C@@H](O)[C@@H]1O. (2) Given the product [F:11][C:6]1[CH:5]=[C:4]([C:2](=[O:1])[CH3:3])[CH:9]=[CH:8][C:7]=1[CH3:10], predict the reactants needed to synthesize it. The reactants are: [OH:1][CH:2]([C:4]1[CH:9]=[CH:8][C:7]([CH3:10])=[C:6]([F:11])[CH:5]=1)[CH3:3].C1C=C[NH+]=CC=1.[O-][Cr](Cl)(=O)=O.